Dataset: Forward reaction prediction with 1.9M reactions from USPTO patents (1976-2016). Task: Predict the product of the given reaction. (1) Given the reactants C[C:2]1([CH3:12])[CH:11]=[CH:10][C:9]2[C:4](=[CH:5][CH:6]=[CH:7][CH:8]=2)[NH:3]1.[OH-].[Na+].OO, predict the reaction product. The product is: [CH:10]([C:9]1[CH:8]=[CH:7][CH:6]=[C:5]2[C:4]=1[NH:3][CH:2]=[CH:12]2)=[CH2:11]. (2) Given the reactants [Br:1][C:2]1[C:10]2[C:9](Cl)=[N:8][CH:7]=[N:6][C:5]=2[S:4][C:3]=1[C:12]1[CH:17]=[CH:16][C:15]([F:18])=[CH:14][CH:13]=1.[OH:19][C@H:20]([CH2:26][C:27]1[CH:32]=[CH:31][CH:30]=[CH:29][C:28]=1[O:33][CH2:34][C:35]([F:38])([F:37])[F:36])[C:21]([O:23][CH2:24][CH3:25])=[O:22].C([O-])([O-])=O.[Cs+].[Cs+].Cl, predict the reaction product. The product is: [Br:1][C:2]1[C:10]2[C:9]([O:19][C@H:20]([CH2:26][C:27]3[CH:32]=[CH:31][CH:30]=[CH:29][C:28]=3[O:33][CH2:34][C:35]([F:36])([F:37])[F:38])[C:21]([O:23][CH2:24][CH3:25])=[O:22])=[N:8][CH:7]=[N:6][C:5]=2[S:4][C:3]=1[C:12]1[CH:17]=[CH:16][C:15]([F:18])=[CH:14][CH:13]=1. (3) Given the reactants [CH2:1]([O:8][C:9]1[C:10](Cl)=[N:11][CH:12]=[C:13]([Br:15])[CH:14]=1)[C:2]1[CH:7]=[CH:6][CH:5]=[CH:4][CH:3]=1.FS([C:21]([F:26])([F:25])C(O)=O)(=O)=O.C([O-])(O)=[O:28].[Na+], predict the reaction product. The product is: [CH2:1]([O:8][C:9]1[C:10](=[O:28])[N:11]([CH:21]([F:26])[F:25])[CH:12]=[C:13]([Br:15])[CH:14]=1)[C:2]1[CH:7]=[CH:6][CH:5]=[CH:4][CH:3]=1. (4) Given the reactants [C:1]([C:3]1[CH:27]=[CH:26][C:6]([O:7][C:8]2[CH:9]=[C:10]([CH:14]=[C:15]([O:17][C:18]3[CH:23]=[CH:22][C:21]([C:24]#[N:25])=[CH:20][CH:19]=3)[CH:16]=2)[C:11]([OH:13])=O)=[CH:5][CH:4]=1)#[N:2].[NH2:28][CH:29]1[CH2:34][CH2:33][CH:32]([OH:35])[CH2:31][CH2:30]1, predict the reaction product. The product is: [C:24]([C:21]1[CH:22]=[CH:23][C:18]([O:17][C:15]2[CH:14]=[C:10]([CH:9]=[C:8]([O:7][C:6]3[CH:5]=[CH:4][C:3]([C:1]#[N:2])=[CH:27][CH:26]=3)[CH:16]=2)[C:11]([NH:28][CH:29]2[CH2:34][CH2:33][CH:32]([OH:35])[CH2:31][CH2:30]2)=[O:13])=[CH:19][CH:20]=1)#[N:25]. (5) Given the reactants [N+:1](/[CH:4]=[CH:5]/[CH:6]1[CH2:11][CH2:10][CH2:9][CH2:8][CH2:7]1)([O-:3])=[O:2].[CH:12](=[O:15])[CH2:13][CH3:14].CC(O)C.CCCCCC, predict the reaction product. The product is: [CH:6]1([C@H:5]([CH2:4][N+:1]([O-:3])=[O:2])[C@H:13]([CH3:14])[CH:12]=[O:15])[CH2:11][CH2:10][CH2:9][CH2:8][CH2:7]1. (6) Given the reactants [Cl:1][C:2]1[C:3]([F:28])=[C:4]([NH:8][C:9]2[C:18]3[C:13](=[CH:14][C:15]([O:21][CH:22]4[CH2:27][CH2:26][NH:25][CH2:24][CH2:23]4)=[C:16]([O:19][CH3:20])[CH:17]=3)[N:12]=[CH:11][N:10]=2)[CH:5]=[CH:6][CH:7]=1.C(N(CC)CC)C.C(N(CC)C(C)C)(C)C.[C:45](O)(=[O:49])[C@@H:46]([CH3:48])[OH:47].CN(C(ON1N=NC2C=CC=NC1=2)=[N+](C)C)C.F[P-](F)(F)(F)(F)F, predict the reaction product. The product is: [Cl:1][C:2]1[C:3]([F:28])=[C:4]([CH:5]=[CH:6][CH:7]=1)[NH:8][C:9]1[C:18]2[C:13](=[CH:14][C:15]([O:21][CH:22]3[CH2:27][CH2:26][N:25]([C:45](=[O:49])[C@H:46]([OH:47])[CH3:48])[CH2:24][CH2:23]3)=[C:16]([O:19][CH3:20])[CH:17]=2)[N:12]=[CH:11][N:10]=1.